From a dataset of HIV replication inhibition screening data with 41,000+ compounds from the AIDS Antiviral Screen. Binary Classification. Given a drug SMILES string, predict its activity (active/inactive) in a high-throughput screening assay against a specified biological target. (1) The molecule is COC(=O)c1cc(S(=O)(=O)NC2=NNC(C)CN2)c(S)cc1Cl. The result is 0 (inactive). (2) The drug is CC(C)OP(=O)(Cc1cc(C(C)(C)C)c(O)c(C(C)(C)C)c1)OC(C)C. The result is 0 (inactive).